From a dataset of Experimentally validated miRNA-target interactions with 360,000+ pairs, plus equal number of negative samples. Binary Classification. Given a miRNA mature sequence and a target amino acid sequence, predict their likelihood of interaction. The miRNA is hsa-miR-362-3p with sequence AACACACCUAUUCAAGGAUUCA. The protein sequence of the target gene is METESEQNSNSTNGSSSSGGSSRPQIAQMSLYERQAVQALQALQRQPNAAQYFHQFMLQQQLSNAQLHSLAAVQQATIAASRQASSPNTSTTQQQTTTTQASINLATTSAAQLISRSQSVSSPSATTLTQSVLLGNTTSPPLNQSQAQMYLRPQLGNLLQVNRTLGRNVPLASQLILMPNGAVAAVQQEVPSAQSPGVHADADQVQNLAVRNQQASAQGPQMQGSTQKAIPPGASPVSSLSQASSQALAVAQASSGATNQSLNLSQAGGGSGNSIPGSMGPGGGGQAHGGLGQLPSSGMG.... Result: 0 (no interaction).